This data is from Full USPTO retrosynthesis dataset with 1.9M reactions from patents (1976-2016). The task is: Predict the reactants needed to synthesize the given product. (1) The reactants are: [NH2:1][C:2](=[N:23][OH:24])[C:3]1[CH:8]=[CH:7][N:6]=[C:5]([N:9]2[CH2:14][CH2:13][N:12]([C:15](=[O:22])[CH2:16][CH2:17][C:18]([CH3:21])([CH3:20])[CH3:19])[CH2:11][CH2:10]2)[CH:4]=1.[H-].[Na+].[CH3:27][O:28][CH2:29][C:30](OC)=O. Given the product [CH3:19][C:18]([CH3:20])([CH3:21])[CH2:17][CH2:16][C:15]([N:12]1[CH2:13][CH2:14][N:9]([C:5]2[CH:4]=[C:3]([C:2]3[N:1]=[C:30]([CH2:29][O:28][CH3:27])[O:24][N:23]=3)[CH:8]=[CH:7][N:6]=2)[CH2:10][CH2:11]1)=[O:22], predict the reactants needed to synthesize it. (2) Given the product [Br:13][C:14]1[CH:15]=[C:16]([CH:17]([N:18]([CH3:20])[CH3:19])[C:8]2[C:7]3[C:11](=[C:3]([CH2:1][CH3:2])[CH:4]=[CH:5][CH:6]=3)[NH:10][CH:9]=2)[CH:21]=[CH:22][CH:23]=1, predict the reactants needed to synthesize it. The reactants are: [CH2:1]([C:3]1[CH:4]=[CH:5][CH:6]=[C:7]2[C:11]=1[NH:10][CH:9]=[CH:8]2)[CH3:2].[Cl-].[Br:13][C:14]1[CH:15]=[C:16]([CH:21]=[CH:22][CH:23]=1)[CH:17]=[N+:18]([CH3:20])[CH3:19].BrC1C=C(C=CC=1)C=O.CNC. (3) The reactants are: [C:1]([O:5][C:6](=[O:28])[NH:7][C:8]1[CH:13]=[C:12]([O:14][CH3:15])[C:11]([N:16]2[CH:20]=[CH:19][CH:18]=[C:17]2[C:21]([CH3:24])([CH3:23])[CH3:22])=[CH:10][C:9]=1[N+:25]([O-])=O)([CH3:4])([CH3:3])[CH3:2]. Given the product [C:1]([O:5][C:6](=[O:28])[NH:7][C:8]1[CH:13]=[C:12]([O:14][CH3:15])[C:11]([N:16]2[CH:20]=[CH:19][CH:18]=[C:17]2[C:21]([CH3:24])([CH3:23])[CH3:22])=[CH:10][C:9]=1[NH2:25])([CH3:4])([CH3:2])[CH3:3], predict the reactants needed to synthesize it. (4) Given the product [Cl:51][C:49]1[CH:48]=[C:47]([C:52]([C:61]([F:64])([F:63])[F:62])([CH2:53][C:54](=[O:55])[N:56]2[CH:57]=[CH:58][CH:59]=[CH:60]2)[C:15]#[N:16])[CH:46]=[C:45]([Cl:44])[CH:50]=1, predict the reactants needed to synthesize it. The reactants are: C(=O)([O-])[O-].[K+].[K+].[Br-].COC1C=C2C(=CC=1)[N:16]=[CH:15]C=C2[C@H]([C@@H]1C[C@@H]2CC[N+]1(CC1C(F)=C(F)C(F)=C(F)C=1F)C[C@@H]2C=C)O.[Cl:44][C:45]1[CH:46]=[C:47](/[C:52](/[C:61]([F:64])([F:63])[F:62])=[CH:53]\[C:54]([N:56]2[CH:60]=[CH:59][CH:58]=[CH:57]2)=[O:55])[CH:48]=[C:49]([Cl:51])[CH:50]=1.OC(C)(C)C#N.[C-]#N.[K+].[NH4+].[Cl-].